Dataset: Forward reaction prediction with 1.9M reactions from USPTO patents (1976-2016). Task: Predict the product of the given reaction. (1) Given the reactants [CH3:1][O:2][C:3]([C:5]1[S:9][C:8]2[C:10]3[C:15]([CH:16]=[CH:17][C:7]=2[C:6]=1[OH:18])=[CH:14][CH:13]=[CH:12][CH:11]=3)=[O:4].Br[CH2:20][C:21]([O:23][CH2:24][CH3:25])=[O:22].C(=O)([O-])[O-].[K+].[K+].CN(C=O)C, predict the reaction product. The product is: [CH3:1][O:2][C:3]([C:5]1[S:9][C:8]2[C:10]3[C:15]([CH:16]=[CH:17][C:7]=2[C:6]=1[O:18][CH2:20][C:21]([O:23][CH2:24][CH3:25])=[O:22])=[CH:14][CH:13]=[CH:12][CH:11]=3)=[O:4]. (2) Given the reactants [Cl:1][C:2]1[CH:7]=[C:6]([CH3:8])[NH:5][C:4](=[O:9])[C:3]=1[C:10]#[N:11].[CH3:12]CCCCCC.CCOC(C)=O, predict the reaction product. The product is: [Cl:1][C:2]1[C:3]([C:10]#[N:11])=[C:4]([O:9][CH3:12])[N:5]=[C:6]([CH3:8])[CH:7]=1. (3) Given the reactants [Cl:1][C:2]1[CH:3]=[CH:4][C:5]2[N:6]([CH:8]=[C:9]([C:11]([OH:13])=O)[N:10]=2)[N:7]=1.CN(C(ON1N=NC2C=CC=CC1=2)=[N+](C)C)C.F[P-](F)(F)(F)(F)F.CCN(C(C)C)C(C)C.Br.[Cl:48][C:49]1[CH:50]=[C:51]([C:55]2[CH:64]=[CH:63][C:58]3[NH:59][C:60]([NH2:62])=[N:61][C:57]=3[CH:56]=2)[CH:52]=[CH:53][CH:54]=1.C(=O)(O)[O-].[Na+], predict the reaction product. The product is: [Cl:48][C:49]1[CH:50]=[C:51]([C:55]2[CH:64]=[CH:63][C:58]3[NH:59][C:60]([NH:62][C:11]([C:9]4[N:10]=[C:5]5[CH:4]=[CH:3][C:2]([Cl:1])=[N:7][N:6]5[CH:8]=4)=[O:13])=[N:61][C:57]=3[CH:56]=2)[CH:52]=[CH:53][CH:54]=1. (4) Given the reactants [CH2:1]([C@:4]1([CH2:18][O:19][CH3:20])[CH2:8][N:7]([C@@H:9]([C:11]2[CH:16]=[CH:15][CH:14]=[CH:13][CH:12]=2)[CH3:10])[C:6](=[O:17])[CH2:5]1)[CH:2]=C.[O:21]=[O+][O-].[BH4-].[Na+].[Cl-].[NH4+], predict the reaction product. The product is: [OH:21][CH2:2][CH2:1][C@:4]1([CH2:18][O:19][CH3:20])[CH2:8][N:7]([C@@H:9]([C:11]2[CH:16]=[CH:15][CH:14]=[CH:13][CH:12]=2)[CH3:10])[C:6](=[O:17])[CH2:5]1. (5) The product is: [CH2:1]([O:8][N:9]1[C:15](=[O:16])[N:14]2[CH2:17][C@@H:10]1[CH2:11][CH2:12][C@@H:13]2[C:18]([NH:27][NH:26][C:21](=[O:25])[CH2:22][CH2:23][CH3:24])=[O:20])[C:2]1[CH:3]=[CH:4][CH:5]=[CH:6][CH:7]=1. Given the reactants [CH2:1]([O:8][N:9]1[C:15](=[O:16])[N:14]2[CH2:17][C@H:10]1[CH2:11][CH2:12][C@H:13]2[C:18]([OH:20])=O)[C:2]1[CH:7]=[CH:6][CH:5]=[CH:4][CH:3]=1.[C:21]([NH:26][NH2:27])(=[O:25])[CH2:22][CH2:23][CH3:24].ON1C2C=CC=CC=2N=N1.Cl.C(N=C=NCCCN(C)C)C, predict the reaction product. (6) Given the reactants C[Si](C)(C)CCOC[N:7]1[C:11]2[N:12]=[CH:13][N:14]=[C:15]([C:16]3[CH:17]=[N:18][N:19]([C@@H:21]4[CH2:26][CH2:25][C@H:24]([CH2:27][S:28][C:29]#[N:30])[CH2:23][CH2:22]4)[CH:20]=3)[C:10]=2[CH:9]=[CH:8]1.CO.C(Cl)Cl.C(O)(C(F)(F)F)=O, predict the reaction product. The product is: [N:12]1[C:11]2[NH:7][CH:8]=[CH:9][C:10]=2[C:15]([C:16]2[CH:17]=[N:18][N:19]([C@@H:21]3[CH2:22][CH2:23][C@H:24]([CH2:27][S:28][C:29]#[N:30])[CH2:25][CH2:26]3)[CH:20]=2)=[N:14][CH:13]=1. (7) Given the reactants [Cl:1][C:2]1[N:7]=[CH:6][C:5]([NH:8][C:9](=[O:15])[O:10][C:11]([CH3:14])([CH3:13])[CH3:12])=[C:4]([CH:16]=[O:17])[CH:3]=1.O1CCC[CH2:19]1.C[Mg]I, predict the reaction product. The product is: [Cl:1][C:2]1[N:7]=[CH:6][C:5]([NH:8][C:9](=[O:15])[O:10][C:11]([CH3:12])([CH3:13])[CH3:14])=[C:4]([CH:16]([OH:17])[CH3:19])[CH:3]=1. (8) Given the reactants [CH:1]([Si:4]([CH:37]([CH3:39])[CH3:38])([CH:34]([CH3:36])[CH3:35])[O:5][CH2:6][CH:7]1[CH2:12][CH2:11][N:10]([C:13]2[N:17]3[CH:18]=[C:19]([O:22][C@H:23]4[C:32]5[C:27](=[CH:28][CH:29]=[CH:30][CH:31]=5)[C@@H:26]([NH2:33])[CH2:25][CH2:24]4)[CH:20]=[CH:21][C:16]3=[N:15][N:14]=2)[CH2:9][CH2:8]1)([CH3:3])[CH3:2].ClC(Cl)(Cl)C[O:43][C:44](=O)[NH:45][C:46]1[CH:50]=[C:49]([C:51]([CH3:54])([CH3:53])[CH3:52])[O:48][N:47]=1, predict the reaction product. The product is: [C:51]([C:49]1[O:48][N:47]=[C:46]([NH:45][C:44]([NH:33][C@@H:26]2[C:27]3[C:32](=[CH:31][CH:30]=[CH:29][CH:28]=3)[C@H:23]([O:22][C:19]3[CH:20]=[CH:21][C:16]4[N:17]([C:13]([N:10]5[CH2:11][CH2:12][CH:7]([CH2:6][O:5][Si:4]([CH:1]([CH3:2])[CH3:3])([CH:34]([CH3:36])[CH3:35])[CH:37]([CH3:39])[CH3:38])[CH2:8][CH2:9]5)=[N:14][N:15]=4)[CH:18]=3)[CH2:24][CH2:25]2)=[O:43])[CH:50]=1)([CH3:54])([CH3:52])[CH3:53]. (9) Given the reactants C(NC(C)C)(C)C.C([Li])CCC.[CH2:13]([CH:15]1[CH2:19][CH2:18][N:17]([CH2:20][C:21]2[CH:26]=[CH:25][C:24]([O:27][CH3:28])=[CH:23][CH:22]=2)[C:16]1=[O:29])[CH3:14].Br[CH2:31][C:32]([O:34][CH2:35][CH3:36])=[O:33].[Cl-].[NH4+], predict the reaction product. The product is: [CH2:35]([O:34][C:32](=[O:33])[CH2:31][C:15]1([CH2:13][CH3:14])[CH2:19][CH2:18][N:17]([CH2:20][C:21]2[CH:26]=[CH:25][C:24]([O:27][CH3:28])=[CH:23][CH:22]=2)[C:16]1=[O:29])[CH3:36].